From a dataset of Full USPTO retrosynthesis dataset with 1.9M reactions from patents (1976-2016). Predict the reactants needed to synthesize the given product. Given the product [O:19]1[CH:4]=[CH:3][CH:2]=[C:1]1[CH2:5][O:6][C:7]1[CH:15]=[CH:14][CH:13]=[C:12]2[C:8]=1[CH:9]=[C:10]([C:16]([OH:18])=[O:17])[NH:11]2, predict the reactants needed to synthesize it. The reactants are: [CH:1]1([CH2:5][O:6][C:7]2[CH:15]=[CH:14][CH:13]=[C:12]3[C:8]=2[CH:9]=[C:10]([C:16]([OH:18])=[O:17])[NH:11]3)[CH2:4][CH2:3][CH2:2]1.[O:19]1C=CC(CO)=C1.C(OC(C1NC2C(C=1)=C(O)C=CC=2)=O)C.